Dataset: Peptide-MHC class I binding affinity with 185,985 pairs from IEDB/IMGT. Task: Regression. Given a peptide amino acid sequence and an MHC pseudo amino acid sequence, predict their binding affinity value. This is MHC class I binding data. (1) The peptide sequence is YTIEGIAFM. The MHC is HLA-B15:42 with pseudo-sequence HLA-B15:42. The binding affinity (normalized) is 0.213. (2) The binding affinity (normalized) is 0. The MHC is HLA-B44:03 with pseudo-sequence HLA-B44:03. The peptide sequence is RPSTKNFFEL. (3) The peptide sequence is NVAFELWAK. The MHC is HLA-A31:01 with pseudo-sequence HLA-A31:01. The binding affinity (normalized) is 0.189. (4) The peptide sequence is ALDISFTGA. The MHC is HLA-B27:03 with pseudo-sequence HLA-B27:03. The binding affinity (normalized) is 0.0847. (5) The peptide sequence is RVRQLDESI. The MHC is HLA-B08:01 with pseudo-sequence HLA-B08:01. The binding affinity (normalized) is 0.0847. (6) The peptide sequence is VLVGGVLAA. The MHC is HLA-A02:06 with pseudo-sequence HLA-A02:06. The binding affinity (normalized) is 0.470. (7) The peptide sequence is RQFCTAFEF. The MHC is Mamu-B3901 with pseudo-sequence Mamu-B3901. The binding affinity (normalized) is 0.678.